Dataset: Blood-brain barrier permeability regression values from the B3DB database. Task: Regression/Classification. Given a drug SMILES string, predict its absorption, distribution, metabolism, or excretion properties. Task type varies by dataset: regression for continuous measurements (e.g., permeability, clearance, half-life) or binary classification for categorical outcomes (e.g., BBB penetration, CYP inhibition). For this dataset (b3db_regression), we predict Y. (1) The compound is CCC1=CC=C(C=C1)C2=CC=C(C=C2)C(=O)N(C)C3CCN(C3)C(=O)N4CCC(C4)N5CCCCC5. The Y is 0.810 log(BB ratio). (2) The compound is CCCCC1=C(C2=CC=CC=C2O1)C(=O)C3=CC(=C(C(=C3)I)OCCN(CC)CC)I. The Y is -1.08 log(BB ratio). (3) The drug is C1CCC(CC1)NC(=S)N2CCC(CC2)C3=CN=CN3. The Y is -0.200 log(BB ratio). (4) The drug is CCCCN1[C@@H]2CC[C@H]1CC(C2)OC(C3=CC=C(C=C3)F)C4=CC=C(C=C4)F. The Y is 0.750 log(BB ratio). (5) The molecule is CCCOC(=O)C1=CC=C(C=C1)N. The Y is 0.550 log(BB ratio). (6) The drug is CC1=CC(=O)N(N1C)C2=CC=CC=C2. The Y is -0.100 log(BB ratio). (7) The drug is CN(C)CCCN1C2=CC=CC=C2S(=O)C3=CC=CC=C31. The Y is -0.480 log(BB ratio).